This data is from Peptide-MHC class II binding affinity with 134,281 pairs from IEDB. The task is: Regression. Given a peptide amino acid sequence and an MHC pseudo amino acid sequence, predict their binding affinity value. This is MHC class II binding data. (1) The peptide sequence is FWYVNHTGFNVHSLP. The MHC is DRB1_0301 with pseudo-sequence DRB1_0301. The binding affinity (normalized) is 0.0618. (2) The peptide sequence is HYKGSSFHRVIPGFM. The MHC is DRB1_1302 with pseudo-sequence DRB1_1302. The binding affinity (normalized) is 0.866.